From a dataset of Full USPTO retrosynthesis dataset with 1.9M reactions from patents (1976-2016). Predict the reactants needed to synthesize the given product. Given the product [C:3]1(=[CH:8][C:9]([OH:11])=[O:10])[CH2:7][CH2:6][CH2:5][CH2:4]1, predict the reactants needed to synthesize it. The reactants are: [OH-].[K+].[C:3]1(=[CH:8][C:9]([O:11]CC)=[O:10])[CH2:7][CH2:6][CH2:5][CH2:4]1.Cl.